Dataset: Forward reaction prediction with 1.9M reactions from USPTO patents (1976-2016). Task: Predict the product of the given reaction. (1) Given the reactants [C:1](=O)([O-])[O-].[K+].[K+].[O:7]1[CH:12]([C:13]([O:15][CH2:16][CH3:17])=[O:14])[CH2:11][NH:10][C:9]2[CH:18]=[CH:19][CH:20]=[CH:21][C:8]1=2.IC, predict the reaction product. The product is: [CH3:1][N:10]1[CH2:11][CH:12]([C:13]([O:15][CH2:16][CH3:17])=[O:14])[O:7][C:8]2[CH:21]=[CH:20][CH:19]=[CH:18][C:9]1=2. (2) Given the reactants C[C:2]1[C:11](C)=[C:10](C)[C:9](C)=[C:8]2[C:3]=1[CH:4]=[CH:5][N:6]=[CH:7]2.C1N2CN3CN(C2)CN1C3, predict the reaction product. The product is: [CH:7]1[C:8]2[C:3](=[CH:2][CH:11]=[CH:10][CH:9]=2)[CH:4]=[CH:5][N:6]=1. (3) Given the reactants [C:1]([O:5][C:6]([N:8]1[CH2:13][CH2:12][N:11]([C:14]([O:16][CH2:17][C:18]2[CH:23]=[CH:22][CH:21]=[CH:20][CH:19]=2)=[O:15])[CH2:10][C@@H:9]1[CH:24]=O)=[O:7])([CH3:4])([CH3:3])[CH3:2].[CH3:26][O:27][C:28]1[CH:51]=[CH:50][CH:49]=[CH:48][C:29]=1[CH2:30][NH:31][CH2:32][C:33](=[O:47])[CH:34]([C:41]1[CH:46]=[CH:45][CH:44]=[CH:43][CH:42]=1)[C:35]1[CH:40]=[CH:39][CH:38]=[CH:37][CH:36]=1.[Na].C(=O)(O)[O-].[Na+], predict the reaction product. The product is: [C:1]([O:5][C:6]([N:8]1[CH2:13][CH2:12][N:11]([C:14]([O:16][CH2:17][C:18]2[CH:23]=[CH:22][CH:21]=[CH:20][CH:19]=2)=[O:15])[CH2:10][C@@H:9]1[CH2:24][N:31]([CH2:30][C:29]1[CH:48]=[CH:49][CH:50]=[CH:51][C:28]=1[O:27][CH3:26])[CH2:32][C:33](=[O:47])[CH:34]([C:35]1[CH:40]=[CH:39][CH:38]=[CH:37][CH:36]=1)[C:41]1[CH:42]=[CH:43][CH:44]=[CH:45][CH:46]=1)=[O:7])([CH3:4])([CH3:2])[CH3:3]. (4) Given the reactants [CH2:1]([N:8]([CH:10]([C:15]([O:17]C)=O)[C:11]([O:13][CH3:14])=[O:12])[CH3:9])[C:2]1[CH:7]=[CH:6][CH:5]=[CH:4][CH:3]=1.[CH3:19][NH2:20].CO, predict the reaction product. The product is: [CH3:14][O:13][C:11](=[O:12])[CH:10]([N:8]([CH2:1][C:2]1[CH:7]=[CH:6][CH:5]=[CH:4][CH:3]=1)[CH3:9])[C:15]([NH:20][CH3:19])=[O:17]. (5) Given the reactants [OH:1][C:2]1[CH:10]=[C:9]([OH:11])[CH:8]=[CH:7][C:3]=1[C:4]([OH:6])=[O:5].FC(F)(F)C(OC(=O)C(F)(F)F)=O.[CH3:25][C:26]([CH3:28])=O, predict the reaction product. The product is: [OH:11][C:9]1[CH:8]=[CH:7][C:3]2[C:4](=[O:6])[O:5][C:26]([CH3:28])([CH3:25])[O:1][C:2]=2[CH:10]=1. (6) Given the reactants [S:1]([CH3:3])[CH3:2].ClN1C(=O)CCC1=O.[NH:12]1[C:20]2[C:15](=[CH:16][CH:17]=[CH:18][CH:19]=2)C=[CH:13]1.CCOCC, predict the reaction product. The product is: [CH3:2][S:1][C:3]1[C:15]2[C:20](=[CH:19][CH:18]=[CH:17][CH:16]=2)[NH:12][CH:13]=1. (7) Given the reactants Br[C:2]1[CH:7]=[CH:6][CH:5]=[C:4]([F:8])[C:3]=1[F:9].C([Li])CCCCC.[C:17]([N:24]1[CH2:28][CH2:27][C:26](=[O:29])[CH2:25]1)([O:19][C:20]([CH3:23])([CH3:22])[CH3:21])=[O:18].[Cl-].[NH4+], predict the reaction product. The product is: [F:9][C:3]1[C:4]([F:8])=[CH:5][CH:6]=[CH:7][C:2]=1[C:26]1([OH:29])[CH2:27][CH2:28][N:24]([C:17]([O:19][C:20]([CH3:22])([CH3:21])[CH3:23])=[O:18])[CH2:25]1.